This data is from Forward reaction prediction with 1.9M reactions from USPTO patents (1976-2016). The task is: Predict the product of the given reaction. (1) Given the reactants [CH2:1]1[C:9]2[C:4](=[CH:5][CH:6]=[CH:7][CH:8]=2)[C@@H:3](N)[C@H:2]1O.[O:12]1CCNC1, predict the reaction product. The product is: [CH:1](=[O:12])[C:9]1[CH:4]=[CH:5][CH:6]=[CH:7][CH:8]=1.[C:4]1([C:3]#[CH:2])[CH:9]=[CH:8][CH:7]=[CH:6][CH:5]=1. (2) Given the reactants [C:1]([C:3]1[CH:4]=[C:5]([CH:10]=[C:11]([C:13]([F:16])([F:15])[F:14])[CH:12]=1)[C:6]([O:8]C)=[O:7])#[N:2].[I-].[Li+], predict the reaction product. The product is: [C:1]([C:3]1[CH:4]=[C:5]([CH:10]=[C:11]([C:13]([F:14])([F:15])[F:16])[CH:12]=1)[C:6]([OH:8])=[O:7])#[N:2]. (3) Given the reactants [Cl:1][C:2]1[CH:3]=[C:4]([NH:8][C:9](=[C:12]([C:15]#[N:16])[C:13]#[N:14])SC)[CH:5]=[CH:6][CH:7]=1.O.[NH2:18][NH2:19], predict the reaction product. The product is: [NH2:14][C:13]1[NH:19][N:18]=[C:9]([NH:8][C:4]2[CH:5]=[CH:6][CH:7]=[C:2]([Cl:1])[CH:3]=2)[C:12]=1[C:15]#[N:16]. (4) The product is: [O:1]1[C:5]2[CH:6]=[CH:7][CH:8]=[CH:9][C:4]=2[C:3]([N:10]2[CH2:15][CH2:14][N:13]([CH2:16][CH2:17][C:19]3[CH:20]=[C:21]4[C:25](=[CH:26][CH:27]=3)[C:24]([CH3:28])([CH3:29])[CH:23]([OH:30])[C:22]4([CH3:32])[CH3:31])[CH2:12][CH2:11]2)=[N:2]1. Given the reactants [O:1]1[C:5]2[CH:6]=[CH:7][CH:8]=[CH:9][C:4]=2[C:3]([N:10]2[CH2:15][CH2:14][N:13]([CH2:16][CH:17]([C:19]3[CH:20]=[C:21]4[C:25](=[CH:26][CH:27]=3)[C:24]([CH3:29])([CH3:28])[CH:23]([OH:30])[C:22]4([CH3:32])[CH3:31])Cl)[CH2:12][CH2:11]2)=[N:2]1.C([SnH](CCCC)CCCC)CCC.CC(N=NC(C#N)(C)C)(C#N)C, predict the reaction product. (5) Given the reactants [Cl:1][C:2]1(O)[C:11]2[C:6](=[CH:7][C:8]([C:12]3[C:17]([C:18]([F:21])([F:20])[F:19])=[CH:16][CH:15]=[CH:14][N:13]=3)=[CH:9][CH:10]=2)[N:5]=[CH:4][NH:3]1.[CH3:23][N:24]1[CH2:33][C:32]([CH3:35])([CH3:34])[C:31]2[C:26](=[CH:27][C:28]([NH2:36])=[CH:29][CH:30]=2)[CH2:25]1, predict the reaction product. The product is: [ClH:1].[F:19][C:18]([F:21])([F:20])[C:17]1[C:12]([C:8]2[CH:7]=[C:6]3[C:11]([C:2]([NH:36][C:28]4[CH:27]=[C:26]5[C:31]([C:32]([CH3:35])([CH3:34])[CH2:33][N:24]([CH3:23])[CH2:25]5)=[CH:30][CH:29]=4)=[N:3][CH:4]=[N:5]3)=[CH:10][CH:9]=2)=[N:13][CH:14]=[CH:15][CH:16]=1. (6) Given the reactants [O:1]=[C:2]1[C@@H:7]2[CH2:8][C@@H:4]([CH:5]=[CH:6]2)[N:3]1[C:9]([O:11][C:12]([CH3:15])([CH3:14])[CH3:13])=[O:10].[BH4-].[Na+].Cl, predict the reaction product. The product is: [OH:1][CH2:2][C@@H:7]1[CH2:8][C@H:4]([NH:3][C:9](=[O:10])[O:11][C:12]([CH3:14])([CH3:13])[CH3:15])[CH:5]=[CH:6]1. (7) Given the reactants [N:1]1[C:10]2[C:5](=[CH:6][C:7]([NH:11][C:12]3[C:17]([C:18]([OH:20])=O)=[CH:16][CH:15]=[CH:14][N:13]=3)=[CH:8][CH:9]=2)[CH:4]=[CH:3][CH:2]=1.[Cl:21][C:22]1[CH:28]=[CH:27][C:25]([NH2:26])=[CH:24][CH:23]=1.CCN(C(C)C)C(C)C.C1C=CC2N(O)N=NC=2C=1, predict the reaction product. The product is: [Cl:21][C:22]1[CH:28]=[CH:27][C:25]([NH:26][C:18]([C:17]2[C:12]([NH:11][C:7]3[CH:6]=[C:5]4[C:10](=[CH:9][CH:8]=3)[N:1]=[CH:2][CH:3]=[CH:4]4)=[N:13][CH:14]=[CH:15][CH:16]=2)=[O:20])=[CH:24][CH:23]=1. (8) The product is: [NH2:1][C:2]1[CH:7]=[C:6]([C:8]2[CH:13]=[C:12]([Cl:14])[CH:11]=[CH:10][C:9]=2[O:15][C:18]2[C:17]([Cl:16])=[CH:22][C:21]([S:23]([NH:26][C:27]3[S:28][CH:29]=[N:30][N:31]=3)(=[O:24])=[O:25])=[C:20]([F:43])[CH:19]=2)[CH:5]=[CH:4][N:3]=1. Given the reactants [NH2:1][C:2]1[CH:7]=[C:6]([C:8]2[CH:13]=[C:12]([Cl:14])[CH:11]=[CH:10][C:9]=2[OH:15])[CH:5]=[CH:4][N:3]=1.[Cl:16][C:17]1[C:18](F)=[CH:19][C:20]([F:43])=[C:21]([S:23]([N:26](CC2C=CC(OC)=CC=2OC)[C:27]2[S:28][CH:29]=[N:30][N:31]=2)(=[O:25])=[O:24])[CH:22]=1, predict the reaction product. (9) The product is: [O:4]=[C:5]1[CH2:6][CH2:7][CH:8]([C:11]2[CH:25]=[CH:24][C:14]([CH2:15][NH:16][C:17](=[O:23])[O:18][C:19]([CH3:21])([CH3:22])[CH3:20])=[CH:13][CH:12]=2)[CH2:9][CH2:10]1. Given the reactants O1[C:5]2([CH2:10][CH2:9][CH:8]([C:11]3[CH:25]=[CH:24][C:14]([CH2:15][NH:16][C:17](=[O:23])[O:18][C:19]([CH3:22])([CH3:21])[CH3:20])=[CH:13][CH:12]=3)[CH2:7][CH2:6]2)[O:4]CC1.II, predict the reaction product. (10) Given the reactants [N:1]([CH2:4][CH2:5][C@@H:6]([C:8]1[N:13]=[C:12]2[N:14]([CH3:23])[C:15](=[O:22])[N:16]([CH2:17][C:18]([CH3:21])([CH3:20])[CH3:19])[C:11]2=[CH:10][CH:9]=1)[CH3:7])=[N+]=[N-], predict the reaction product. The product is: [NH2:1][CH2:4][CH2:5][C@@H:6]([C:8]1[N:13]=[C:12]2[N:14]([CH3:23])[C:15](=[O:22])[N:16]([CH2:17][C:18]([CH3:20])([CH3:19])[CH3:21])[C:11]2=[CH:10][CH:9]=1)[CH3:7].